The task is: Predict the product of the given reaction.. This data is from Forward reaction prediction with 1.9M reactions from USPTO patents (1976-2016). (1) Given the reactants S(Cl)(Cl)=O.[F:5][C:6]1[CH:14]=[C:13]([N+:15]([O-:17])=[O:16])[CH:12]=[CH:11][C:7]=1[C:8](O)=[O:9].[CH3:18][NH2:19], predict the reaction product. The product is: [F:5][C:6]1[CH:14]=[C:13]([N+:15]([O-:17])=[O:16])[CH:12]=[CH:11][C:7]=1[C:8]([NH:19][CH3:18])=[O:9]. (2) Given the reactants [N:1]1([C:5]([C:7]2[CH:8]=[C:9]([Cl:37])[C:10]([O:13][C:14]3[CH:15]=[C:16]([C:26]4[NH:30][C:29]([C:31]([NH:33][CH2:34][CH2:35]Cl)=[O:32])=[CH:28][CH:27]=4)[CH:17]=[C:18]([O:20][C@@H:21]([CH3:25])[CH2:22][O:23][CH3:24])[CH:19]=3)=[N:11][CH:12]=2)=[O:6])[CH2:4][CH2:3][CH2:2]1.[H-].[Na+].[Cl-].[NH4+], predict the reaction product. The product is: [N:1]1([C:5]([C:7]2[CH:8]=[C:9]([Cl:37])[C:10]([O:13][C:14]3[CH:19]=[C:18]([O:20][C@@H:21]([CH3:25])[CH2:22][O:23][CH3:24])[CH:17]=[C:16]([C:26]4[NH:30][C:29]([C:31]5[O:32][CH2:35][CH2:34][N:33]=5)=[CH:28][CH:27]=4)[CH:15]=3)=[N:11][CH:12]=2)=[O:6])[CH2:2][CH2:3][CH2:4]1. (3) Given the reactants [H-].[Na+].[NH2:3][C:4]1[C:9]([Br:10])=[N:8][C:7]([Br:11])=[CH:6][N:5]=1.[C:12](O[C:12]([O:14][C:15]([CH3:18])([CH3:17])[CH3:16])=[O:13])([O:14][C:15]([CH3:18])([CH3:17])[CH3:16])=[O:13].O, predict the reaction product. The product is: [C:15]([O:14][C:12](=[O:13])[NH:3][C:4]1[C:9]([Br:10])=[N:8][C:7]([Br:11])=[CH:6][N:5]=1)([CH3:18])([CH3:17])[CH3:16]. (4) Given the reactants C(C1C=C(C(C2N(C)N=C(C3C=CC=CC=3)N=2)O)C=CC=1)C.[CH3:23][N:24]1[CH:28]=[N:27][C:26]([C:29]2[CH:34]=[CH:33][CH:32]=[CH:31][CH:30]=2)=[N:25]1.[Cl:35][C:36]1[C:43]([O:44][CH3:45])=[CH:42][C:39]([CH:40]=[O:41])=[C:38]([F:46])[CH:37]=1, predict the reaction product. The product is: [Cl:35][C:36]1[C:43]([O:44][CH3:45])=[CH:42][C:39]([CH:40]([C:28]2[N:24]([CH3:23])[N:25]=[C:26]([C:29]3[CH:30]=[CH:31][CH:32]=[CH:33][CH:34]=3)[N:27]=2)[OH:41])=[C:38]([F:46])[CH:37]=1. (5) Given the reactants C(OC([NH:8][C@@H:9]1[CH2:13][CH2:12][N:11]([C:14]2[C:15]3[CH:37]=[C:36]([CH2:38][CH3:39])[NH:35][C:16]=3[N:17]=[C:18]([S:20][C:21]3[CH:22]=[C:23]4[C:28](=[CH:29][CH:30]=3)[N:27]=[C:26]([CH3:31])[CH:25]=[C:24]4[C:32]([OH:34])=[O:33])[N:19]=2)[CH2:10]1)=O)(C)(C)C.[Cl:40]N1C(=O)CCC1=O.FC(F)(F)C(O)=O, predict the reaction product. The product is: [NH2:8][C@@H:9]1[CH2:13][CH2:12][N:11]([C:14]2[C:15]3[C:37]([Cl:40])=[C:36]([CH2:38][CH3:39])[NH:35][C:16]=3[N:17]=[C:18]([S:20][C:21]3[CH:22]=[C:23]4[C:28](=[CH:29][CH:30]=3)[N:27]=[C:26]([CH3:31])[CH:25]=[C:24]4[C:32]([OH:34])=[O:33])[N:19]=2)[CH2:10]1. (6) Given the reactants [CH3:1][O:2][C:3]([C:5]1[S:9][C:8](S(C)(=O)=O)=[N:7][C:6]=1[NH2:14])=[O:4].CO.C1COCC1.[BH4-].[Na+], predict the reaction product. The product is: [CH3:1][O:2][C:3]([C:5]1[S:9][CH:8]=[N:7][C:6]=1[NH2:14])=[O:4]. (7) Given the reactants [F:1][C:2]([F:8])([F:7])[S:3](Cl)(=[O:5])=[O:4].Cl.[CH3:10][O:11][C:12](=[O:17])[CH2:13][CH2:14][CH2:15][NH2:16].C(N(CC)CC)C.Cl, predict the reaction product. The product is: [CH3:10][O:11][C:12](=[O:17])[CH2:13][CH2:14][CH2:15][NH:16][S:3]([C:2]([F:8])([F:7])[F:1])(=[O:5])=[O:4]. (8) Given the reactants [CH:1]1([CH2:6][CH2:7][C:8]([N:10]([CH2:21][C:22]2[CH:27]=[CH:26][C:25]([C:28]#[C:29][CH2:30][CH2:31][CH2:32][CH2:33][CH2:34][CH2:35][CH2:36][CH3:37])=[CH:24][CH:23]=2)[C:11]2[CH:12]=[C:13]([CH:18]=[CH:19][CH:20]=2)[C:14]([O:16]C)=[O:15])=[O:9])[CH2:5][CH2:4][CH2:3][CH2:2]1.[OH-].[Na+], predict the reaction product. The product is: [CH:1]1([CH2:6][CH2:7][C:8]([N:10]([CH2:21][C:22]2[CH:23]=[CH:24][C:25]([C:28]#[C:29][CH2:30][CH2:31][CH2:32][CH2:33][CH2:34][CH2:35][CH2:36][CH3:37])=[CH:26][CH:27]=2)[C:11]2[CH:12]=[C:13]([CH:18]=[CH:19][CH:20]=2)[C:14]([OH:16])=[O:15])=[O:9])[CH2:5][CH2:4][CH2:3][CH2:2]1. (9) The product is: [S:6]1[C:7]2[CH2:8][CH2:9][C:10]3[CH:15]=[CH:14][CH:13]=[CH:12][C:11]=3[C:2](=[CH:1][C:24]3[CH:25]=[C:20]([NH2:19])[CH:21]=[CH:22][CH:23]=3)[C:3]=2[CH:4]=[CH:5]1. Given the reactants [CH2:1]=[C:2]1[C:11]2[CH:12]=[CH:13][CH:14]=[CH:15][C:10]=2[CH2:9][CH2:8][C:7]2[S:6][CH:5]=[CH:4][C:3]1=2.C(Br)=C.[NH2:19][C:20]1[CH:21]=[C:22](B(O)O)[CH:23]=[CH:24][CH:25]=1, predict the reaction product. (10) Given the reactants [C:1]([C:3]1[CH:8]=[CH:7][C:6]([NH:9][S:10](=[O:13])(=[O:12])[OH:11])=[C:5]([O:14][CH3:15])[CH:4]=1)#[N:2].C(=O)([O-])[O-].[Na+:20].[Na+], predict the reaction product. The product is: [Na+:20].[C:1]([C:3]1[CH:8]=[CH:7][C:6]([NH:9][S:10](=[O:11])(=[O:12])[O-:13])=[C:5]([O:14][CH3:15])[CH:4]=1)#[N:2].